This data is from Forward reaction prediction with 1.9M reactions from USPTO patents (1976-2016). The task is: Predict the product of the given reaction. Given the reactants Br[C:2]1[S:3][CH:4]=[C:5]([C:7]([NH:9][C:10]2[CH:11]=[N:12][N:13]([CH3:32])[C:14]=2[C@H:15]2[O:21][CH2:20][C@H:19]([O:22][CH3:23])[C@H:18]([NH:24]C(=O)OC(C)(C)C)[CH2:17][CH2:16]2)=[O:8])[N:6]=1.[F:33][C:34]1[CH:39]=[CH:38][CH:37]=[C:36]([F:40])[C:35]=1B(O)O, predict the reaction product. The product is: [NH2:24][C@H:18]1[C@@H:19]([O:22][CH3:23])[CH2:20][O:21][C@H:15]([C:14]2[N:13]([CH3:32])[N:12]=[CH:11][C:10]=2[NH:9][C:7]([C:5]2[N:6]=[C:2]([C:35]3[C:34]([F:33])=[CH:39][CH:38]=[CH:37][C:36]=3[F:40])[S:3][CH:4]=2)=[O:8])[CH2:16][CH2:17]1.